From a dataset of NCI-60 drug combinations with 297,098 pairs across 59 cell lines. Regression. Given two drug SMILES strings and cell line genomic features, predict the synergy score measuring deviation from expected non-interaction effect. Drug 1: C1=C(C(=O)NC(=O)N1)F. Drug 2: CC(C)NC(=O)C1=CC=C(C=C1)CNNC.Cl. Cell line: A498. Synergy scores: CSS=44.1, Synergy_ZIP=-4.24, Synergy_Bliss=-9.36, Synergy_Loewe=-14.5, Synergy_HSA=-10.1.